Regression. Given a peptide amino acid sequence and an MHC pseudo amino acid sequence, predict their binding affinity value. This is MHC class II binding data. From a dataset of Peptide-MHC class II binding affinity with 134,281 pairs from IEDB. (1) The peptide sequence is STWYGKPTGAGPKDN. The MHC is HLA-DQA10501-DQB10301 with pseudo-sequence HLA-DQA10501-DQB10301. The binding affinity (normalized) is 0.583. (2) The peptide sequence is PEKPDSVTPMILKAQK. The MHC is DRB1_0901 with pseudo-sequence DRB1_0901. The binding affinity (normalized) is 0.418. (3) The peptide sequence is AQAVYDFRSIVDYLR. The MHC is DRB1_0901 with pseudo-sequence DRB1_0901. The binding affinity (normalized) is 0.402. (4) The peptide sequence is LKESWGAIWRIDTPE. The MHC is DRB1_1101 with pseudo-sequence DRB1_1101. The binding affinity (normalized) is 0.517. (5) The peptide sequence is VFNYETETTSVIPAA. The MHC is HLA-DPA10103-DPB10401 with pseudo-sequence HLA-DPA10103-DPB10401. The binding affinity (normalized) is 0.168. (6) The peptide sequence is WKTWGKNLVFSPGRK. The MHC is DRB4_0103 with pseudo-sequence DRB4_0103. The binding affinity (normalized) is 0.834.